Dataset: Forward reaction prediction with 1.9M reactions from USPTO patents (1976-2016). Task: Predict the product of the given reaction. (1) Given the reactants Cl[C:2]1[CH:7]=[CH:6][N:5]=[C:4]([C:8](Cl)=[O:9])[CH:3]=1.[CH3:11][NH:12][CH3:13].[NH2:14][C:15]1[CH:20]=[CH:19][C:18]([OH:21])=[CH:17][CH:16]=1, predict the reaction product. The product is: [CH3:11][N:12]([CH3:13])[C:8]([C:4]1[CH:3]=[C:2]([O:21][C:18]2[CH:19]=[CH:20][C:15]([NH2:14])=[CH:16][CH:17]=2)[CH:7]=[CH:6][N:5]=1)=[O:9]. (2) The product is: [CH3:14][C:4]1[CH:3]=[C:2]([O:1][CH2:21][C:20]#[C:19][CH2:18][CH3:22])[C:11]2[C:6](=[CH:7][CH:8]=[CH:9][CH:10]=2)[C:5]=1[CH:12]=[O:13]. Given the reactants [OH:1][C:2]1[C:11]2[C:6](=[CH:7][CH:8]=[CH:9][CH:10]=2)[C:5]([CH:12]=[O:13])=[C:4]([CH3:14])[CH:3]=1.[H-].[Na+].Br[CH2:18][C:19]#[C:20][CH3:21].[CH3:22]N(C)C=O, predict the reaction product. (3) Given the reactants CS(O[C@@H:6]1[CH2:10][CH2:9][N:8]([C:11]([O:13][CH2:14][C:15]2[CH:20]=[CH:19][C:18]([N+:21]([O-:23])=[O:22])=[CH:17][CH:16]=2)=[O:12])[CH2:7]1)(=O)=O.[N-:24]=[N+:25]=[N-:26].[Na+], predict the reaction product. The product is: [N:24]([C@H:6]1[CH2:10][CH2:9][N:8]([C:11]([O:13][CH2:14][C:15]2[CH:20]=[CH:19][C:18]([N+:21]([O-:23])=[O:22])=[CH:17][CH:16]=2)=[O:12])[CH2:7]1)=[N+:25]=[N-:26]. (4) Given the reactants [NH2:1][C:2]1[CH:16]=[CH:15][CH:14]=[CH:13][C:3]=1[C:4]([NH:6][C:7]1[CH:12]=[CH:11][CH:10]=[CH:9][CH:8]=1)=[O:5].[F:17][C:18]1[CH:19]=[C:20]([CH:23]=[CH:24][CH:25]=1)[CH:21]=O, predict the reaction product. The product is: [F:17][C:18]1[CH:19]=[C:20]([CH:23]=[CH:24][CH:25]=1)[CH:21]=[N:1][C:2]1[CH:16]=[CH:15][CH:14]=[CH:13][C:3]=1[C:4]([NH:6][C:7]1[CH:12]=[CH:11][CH:10]=[CH:9][CH:8]=1)=[O:5]. (5) The product is: [O:3]=[S:2]1(=[O:4])[C:5]2[CH:6]=[C:7]([O:8][C:9]3[CH:10]=[C:11]([CH:15]=[CH:16][CH:17]=3)[C:12]([OH:14])=[O:13])[CH:18]=[CH:19][C:20]=2[N:21]2[CH2:25][CH2:24][CH2:23][C:22]2=[N:1]1. Given the reactants [NH2:1][S:2]([C:5]1[CH:6]=[C:7]([CH:18]=[CH:19][C:20]=1[N:21]1[CH2:25][CH2:24][CH2:23][C:22]1=O)[O:8][C:9]1[CH:10]=[C:11]([CH:15]=[CH:16][CH:17]=1)[C:12]([OH:14])=[O:13])(=[O:4])=[O:3].C1CCN2C(=NCCC2)CC1.Cl, predict the reaction product. (6) The product is: [Cl:1][C:2]1[CH:7]=[CH:6][C:5]([CH2:4][CH2:8][CH2:9][CH2:10][N:11]([C@H:25]2[CH2:30][CH2:29][C@H:28]([CH3:31])[CH2:27][CH2:26]2)[C:12](=[O:24])[NH:13][C:14]2[S:15][C:16]([S:19][CH2:20][C:21]([OH:23])=[O:22])=[CH:17][N:18]=2)=[CH:33][CH:3]=1. Given the reactants [Cl:1][C:2]1[CH:3]=[C:4]([CH2:8][CH2:9][CH2:10][N:11]([C@H:25]2[CH2:30][CH2:29][C@H:28]([CH3:31])[CH2:27][CH2:26]2)[C:12](=[O:24])[NH:13][C:14]2[S:15][C:16]([S:19][CH2:20][C:21]([OH:23])=[O:22])=[CH:17][N:18]=2)[CH:5]=[CH:6][CH:7]=1.Cl[C:33]1C=CC(CCCC(O)=O)=CC=1.C(OC(=O)CSC1SC(N)=NC=1)C, predict the reaction product. (7) The product is: [NH2:20][CH2:19][CH2:18][CH2:17][O:16][C:15]1[C:7]2[CH:6]([CH2:5][C:4]([OH:35])=[O:3])[O:10][B:9]([OH:11])[C:8]=2[CH:12]=[C:13]([O:28][C:29]2[CH:34]=[N:33][CH:32]=[CH:31][N:30]=2)[CH:14]=1. Given the reactants C([O:3][C:4](=[O:35])[CH2:5][CH:6]1[O:10][B:9]([OH:11])[C:8]2[CH:12]=[C:13]([O:28][C:29]3[CH:34]=[N:33][CH:32]=[CH:31][N:30]=3)[CH:14]=[C:15]([O:16][CH2:17][CH2:18][CH2:19][NH:20]C(OC(C)(C)C)=O)[C:7]1=2)C.Cl, predict the reaction product. (8) Given the reactants [N+:1]([C:4]1[CH:9]=[CH:8][CH:7]=[CH:6][C:5]=1[S:10](Cl)(=[O:12])=[O:11])([O-:3])=[O:2].Cl.[CH3:15][O:16][NH2:17].O.Cl, predict the reaction product. The product is: [CH3:15][O:16][NH:17][S:10]([C:5]1[CH:6]=[CH:7][CH:8]=[CH:9][C:4]=1[N+:1]([O-:3])=[O:2])(=[O:12])=[O:11]. (9) Given the reactants O[CH2:2][C:3]1[CH:4]=[C:5]([CH:10]=[C:11]([CH3:13])[CH:12]=1)[C:6]([O:8][CH3:9])=[O:7].C(N(CC)CC)C.CS(Cl)(=O)=O.[CH3:26][NH:27][CH2:28][CH:29]([CH3:31])[CH3:30], predict the reaction product. The product is: [CH2:28]([N:27]([CH2:2][C:3]1[CH:4]=[C:5]([CH:10]=[C:11]([CH3:13])[CH:12]=1)[C:6]([O:8][CH3:9])=[O:7])[CH3:26])[CH:29]([CH3:31])[CH3:30]. (10) Given the reactants Br[C:2]1[S:6][C:5]([C:7]2[CH:12]=[CH:11][C:10]([O:13][CH:14]([CH3:16])[CH3:15])=[C:9]([Cl:17])[CH:8]=2)=[N:4][CH:3]=1.[F:18][C:19]1[CH:20]=[C:21](/[CH:36]=[CH:37]/[O:38][CH3:39])[C:22]([O:34][CH3:35])=[C:23](B2OC(C)(C)C(C)(C)O2)[CH:24]=1.P([O-])([O-])([O-])=O.[K+].[K+].[K+], predict the reaction product. The product is: [Cl:17][C:9]1[CH:8]=[C:7]([C:5]2[S:6][C:2]([C:23]3[CH:24]=[C:19]([F:18])[CH:20]=[C:21](/[CH:36]=[CH:37]/[O:38][CH3:39])[C:22]=3[O:34][CH3:35])=[CH:3][N:4]=2)[CH:12]=[CH:11][C:10]=1[O:13][CH:14]([CH3:16])[CH3:15].